Dataset: Catalyst prediction with 721,799 reactions and 888 catalyst types from USPTO. Task: Predict which catalyst facilitates the given reaction. (1) Reactant: [Cl:1][C:2]1[C:7]([C:8]([OH:10])=[O:9])=[CH:6][N:5]=[CH:4][CH:3]=1.[CH2:11](O)[CH3:12].CCN(C(C)C)C(C)C. Product: [Cl:1][C:2]1[C:7]([C:8]([O:10][CH2:11][CH3:12])=[O:9])=[CH:6][N:5]=[CH:4][CH:3]=1. The catalyst class is: 309. (2) Reactant: [NH2:1][C:2]1[CH:3]=[C:4]2[C:8](=[CH:9][CH:10]=1)[C:7](=[O:11])[NH:6][C:5]2=[O:12].[F:13][C:14]1[CH:31]=[CH:30][C:17]([CH2:18][CH:19]2[CH2:24][CH2:23][N:22]([C:25](=[O:29])[C:26](O)=[O:27])[CH2:21][CH2:20]2)=[CH:16][CH:15]=1. Product: [O:11]=[C:7]1[C:8]2[C:4](=[CH:3][C:2]([NH:1][C:26](=[O:27])[C:25]([N:22]3[CH2:21][CH2:20][CH:19]([CH2:18][C:17]4[CH:16]=[CH:15][C:14]([F:13])=[CH:31][CH:30]=4)[CH2:24][CH2:23]3)=[O:29])=[CH:10][CH:9]=2)[C:5](=[O:12])[NH:6]1. The catalyst class is: 27. (3) Reactant: [Cl:1][C:2]1[N:7]=[C:6](Cl)[CH:5]=[CH:4][N:3]=1.C(=O)([O-])[O-].[Na+].[Na+].[C:15]([O:19][C:20]([N:22]1[CH2:27][CH2:26][NH:25][CH2:24][CH2:23]1)=[O:21])([CH3:18])([CH3:17])[CH3:16]. Product: [C:15]([O:19][C:20]([N:22]1[CH2:27][CH2:26][N:25]([C:6]2[CH:5]=[CH:4][N:3]=[C:2]([Cl:1])[N:7]=2)[CH2:24][CH2:23]1)=[O:21])([CH3:18])([CH3:16])[CH3:17]. The catalyst class is: 8. (4) Reactant: C1C=C(Cl)C=C(C(OO)=[O:9])C=1.[CH2:12]([O:19][C:20]1[CH:29]=[CH:28][C:27]2[N:26]=[CH:25][C:24]3[N:30]=[C:31]([CH2:46][O:47][CH2:48][CH3:49])[N:32]([CH2:33][C:34]([NH:37][C:38]([CH:40]4[CH2:45][CH2:44][CH2:43][CH2:42][CH2:41]4)=[O:39])([CH3:36])[CH3:35])[C:23]=3[C:22]=2[CH:21]=1)[C:13]1[CH:18]=[CH:17][CH:16]=[CH:15][CH:14]=1. Product: [CH2:12]([O:19][C:20]1[CH:29]=[CH:28][C:27]2[N+:26]([O-:9])=[CH:25][C:24]3[N:30]=[C:31]([CH2:46][O:47][CH2:48][CH3:49])[N:32]([CH2:33][C:34]([NH:37][C:38]([CH:40]4[CH2:41][CH2:42][CH2:43][CH2:44][CH2:45]4)=[O:39])([CH3:36])[CH3:35])[C:23]=3[C:22]=2[CH:21]=1)[C:13]1[CH:18]=[CH:17][CH:16]=[CH:15][CH:14]=1. The catalyst class is: 22.